This data is from Peptide-MHC class II binding affinity with 134,281 pairs from IEDB. The task is: Regression. Given a peptide amino acid sequence and an MHC pseudo amino acid sequence, predict their binding affinity value. This is MHC class II binding data. (1) The peptide sequence is LEAAVKQAYAATIAA. The MHC is HLA-DPA10301-DPB10402 with pseudo-sequence HLA-DPA10301-DPB10402. The binding affinity (normalized) is 0.209. (2) The MHC is DRB1_0901 with pseudo-sequence DRB1_0901. The peptide sequence is AFKVAATRANAAPAN. The binding affinity (normalized) is 0.601. (3) The peptide sequence is GELQILDKIDAAFKI. The MHC is DRB1_1302 with pseudo-sequence DRB1_1302. The binding affinity (normalized) is 0.613. (4) The peptide sequence is GELQVVDKIDAAFKI. The MHC is DRB1_0101 with pseudo-sequence DRB1_0101. The binding affinity (normalized) is 0.497. (5) The peptide sequence is TKVYSTDIFFILEITDNPY. The MHC is DRB1_0701 with pseudo-sequence DRB1_0701. The binding affinity (normalized) is 0.149.